Dataset: Full USPTO retrosynthesis dataset with 1.9M reactions from patents (1976-2016). Task: Predict the reactants needed to synthesize the given product. Given the product [N:1]1([C:6]2[N:11]=[CH:10][C:9]([CH2:12][CH:13]=[O:14])=[CH:8][CH:7]=2)[CH:5]=[N:4][N:3]=[N:2]1, predict the reactants needed to synthesize it. The reactants are: [N:1]1([C:6]2[N:11]=[CH:10][C:9]([CH2:12][CH2:13][OH:14])=[CH:8][CH:7]=2)[CH:5]=[N:4][N:3]=[N:2]1.CC(OI1(OC(C)=O)(OC(C)=O)OC(=O)C2C=CC=CC1=2)=O.